This data is from Reaction yield outcomes from USPTO patents with 853,638 reactions. The task is: Predict the reaction yield, written as a fraction of the theoretical maximum amount of product (1.0 means a 100% yield; for example, 0.34 means a 34% yield). (1) The catalyst is C(O)C.CO.O. The yield is 0.560. The reactants are [Na].[C:2]([O:10]CC)(=[O:9])[CH2:3][C:4]([O:6]CC)=[O:5].[CH2:13]([O:20][C:21]([N:23]1[CH2:28][CH2:27][CH:26](OS(C2C=CC=CC=2)(=O)=O)[CH2:25][CH2:24]1)=[O:22])[C:14]1[CH:19]=[CH:18][CH:17]=[CH:16][CH:15]=1.O.[OH-].[Li+]. The product is [CH2:13]([O:20][C:21]([N:23]1[CH2:28][CH2:27][CH:26]([CH:3]([C:4]([OH:6])=[O:5])[C:2]([OH:10])=[O:9])[CH2:25][CH2:24]1)=[O:22])[C:14]1[CH:15]=[CH:16][CH:17]=[CH:18][CH:19]=1. (2) The reactants are [F:1][C:2]1[C:3]([C:9]2[N:13]([CH:14]3[CH2:19][CH2:18][O:17][CH2:16][CH2:15]3)[C:12]([CH3:20])=[N:11][CH:10]=2)=[N:4][C:5]([NH2:8])=[N:6][CH:7]=1.Br[C:22]1[CH:34]=[CH:33][C:25]([CH2:26][N:27]2[CH2:32][CH2:31][O:30][CH2:29][CH2:28]2)=[CH:24][C:23]=1[F:35].CCC([O-])(C)C.[Na+]. The catalyst is C1(C)C=CC=CC=1.Cl[Pd]Cl.C1(P(C2C=CC=CC=2)[C-]2C=CC=C2)C=CC=CC=1.[C-]1(P(C2C=CC=CC=2)C2C=CC=CC=2)C=CC=C1.[Fe+2].CC1(C)C2C=CC=C(P(C3C=CC=CC=3)C3C=CC=CC=3)C=2OC2C1=CC=CC=2P(C1C=CC=CC=1)C1C=CC=CC=1. The product is [F:1][C:2]1[C:3]([C:9]2[N:13]([CH:14]3[CH2:19][CH2:18][O:17][CH2:16][CH2:15]3)[C:12]([CH3:20])=[N:11][CH:10]=2)=[N:4][C:5]([NH:8][C:22]2[CH:34]=[CH:33][C:25]([CH2:26][N:27]3[CH2:28][CH2:29][O:30][CH2:31][CH2:32]3)=[CH:24][C:23]=2[F:35])=[N:6][CH:7]=1. The yield is 0.610. (3) The reactants are [C:1]([C:3]1[CH:11]=[CH:10][C:6]([C:7](Cl)=[O:8])=[CH:5][CH:4]=1)#[N:2].[CH2:12]([NH:19][C:20]([C:22]1[S:26][C:25]([NH2:27])=[N:24][C:23]=1[CH3:28])=[O:21])[C:13]1[CH:18]=[CH:17][CH:16]=[CH:15][CH:14]=1. No catalyst specified. The product is [CH2:12]([NH:19][C:20]([C:22]1[S:26][C:25]([NH:27][C:7](=[O:8])[C:6]2[CH:10]=[CH:11][C:3]([C:1]#[N:2])=[CH:4][CH:5]=2)=[N:24][C:23]=1[CH3:28])=[O:21])[C:13]1[CH:18]=[CH:17][CH:16]=[CH:15][CH:14]=1. The yield is 0.230.